From a dataset of Catalyst prediction with 721,799 reactions and 888 catalyst types from USPTO. Predict which catalyst facilitates the given reaction. (1) Reactant: [C:1]([O:5][C:6]([N:8]([C:37]([O:39][C:40]([CH3:43])([CH3:42])[CH3:41])=[O:38])[C:9]1[C:18]2[C:13](=[CH:14][C:15]([NH:19][CH:20]([C:24]3[CH:29]=[CH:28][C:27]([O:30][CH:31]([CH3:33])[CH3:32])=[C:26]([O:34][CH2:35][CH3:36])[CH:25]=3)[C:21]([OH:23])=O)=[CH:16][CH:17]=2)[CH:12]=[N:11][N:10]=1)=[O:7])([CH3:4])([CH3:3])[CH3:2].[CH:44]([N:47](C(C)C)CC)(C)C.Cl.[CH:54]1([S:57]([C:60]2[CH:65]=[CH:64][CH:63]=[CH:62][C:61]=2CN)(=[O:59])=[O:58])[CH2:56][CH2:55]1.F[P-](F)(F)(F)(F)F.N1(O[P+](N(C)C)(N(C)C)N(C)C)C2C=CC=CC=2N=N1. Product: [CH:54]1([S:57]([C:60]2[CH:61]=[C:62]([CH:63]=[CH:64][CH:65]=2)[CH2:44][NH:47][C:21](=[O:23])[CH:20]([NH:19][C:15]2[CH:14]=[C:13]3[C:18](=[CH:17][CH:16]=2)[C:9]([N:8]([C:6]([O:5][C:1]([CH3:3])([CH3:2])[CH3:4])=[O:7])[C:37]([O:39][C:40]([CH3:41])([CH3:43])[CH3:42])=[O:38])=[N:10][N:11]=[CH:12]3)[C:24]2[CH:29]=[CH:28][C:27]([O:30][CH:31]([CH3:32])[CH3:33])=[C:26]([O:34][CH2:35][CH3:36])[CH:25]=2)(=[O:58])=[O:59])[CH2:55][CH2:56]1. The catalyst class is: 9. (2) Reactant: [NH2:1][C:2]1[N:7]=[CH:6][N:5]=[C:4]([N:8]2[CH2:13][CH2:12][C@H:11]([C:14]3[N:15]([CH2:27][CH2:28]O)[CH:16]=[C:17]([C:19]4[CH:24]=[CH:23][C:22]([F:25])=[C:21]([CH3:26])[CH:20]=4)[N:18]=3)[C@H:10]([F:30])[CH2:9]2)[C:3]=1[CH:31]([CH3:33])[CH3:32].[CH2:34]([N:36](C(C)C)C(C)C)C.CS(Cl)(=O)=O.CN. Product: [F:30][C@H:10]1[C@@H:11]([C:14]2[N:15]([CH2:27][CH2:28][NH:36][CH3:34])[CH:16]=[C:17]([C:19]3[CH:24]=[CH:23][C:22]([F:25])=[C:21]([CH3:26])[CH:20]=3)[N:18]=2)[CH2:12][CH2:13][N:8]([C:4]2[N:5]=[CH:6][N:7]=[C:2]([NH2:1])[C:3]=2[CH:31]([CH3:32])[CH3:33])[CH2:9]1. The catalyst class is: 1. (3) Reactant: C([O:8][C@H:9]1[C@H:15]([O:16]CC2C=CC=CC=2)[C@@H:14]([O:24]CC2C=CC=CC=2)[C@:13]2([C:33]3[CH:38]=[CH:37][C:36]([Cl:39])=[C:35]([CH2:40][C:41]4[CH:46]=[CH:45][C:44]([O:47][CH2:48][CH3:49])=[CH:43][CH:42]=4)[CH:34]=3)[O:32][C@:10]1([CH:50]([OH:57])[C:51]#[C:52][Si:53]([CH3:56])([CH3:55])[CH3:54])[CH2:11][O:12]2)C1C=CC=CC=1.B(Cl)(Cl)Cl. Product: [Cl:39][C:36]1[CH:37]=[CH:38][C:33]([C@@:13]23[O:32][C@:10]([CH:50]([OH:57])[C:51]#[C:52][Si:53]([CH3:56])([CH3:54])[CH3:55])([CH2:11][O:12]2)[C@@H:9]([OH:8])[C@H:15]([OH:16])[C@H:14]3[OH:24])=[CH:34][C:35]=1[CH2:40][C:41]1[CH:42]=[CH:43][C:44]([O:47][CH2:48][CH3:49])=[CH:45][CH:46]=1. The catalyst class is: 4. (4) Product: [C:6]([C:8]1[CH:13]=[CH:12][C:11]([NH:14][CH:15]([C:21]2[CH:26]=[C:25]([CH2:27][O:28][S:2]([CH3:1])(=[O:4])=[O:3])[CH:24]=[C:23]([O:29][CH2:30][CH3:31])[CH:22]=2)[C:16]([O:18][CH2:19][CH3:20])=[O:17])=[CH:10][CH:9]=1)#[N:7]. Reactant: [CH3:1][S:2](Cl)(=[O:4])=[O:3].[C:6]([C:8]1[CH:13]=[CH:12][C:11]([NH:14][CH:15]([C:21]2[CH:26]=[C:25]([CH2:27][OH:28])[CH:24]=[C:23]([O:29][CH2:30][CH3:31])[CH:22]=2)[C:16]([O:18][CH2:19][CH3:20])=[O:17])=[CH:10][CH:9]=1)#[N:7].C(N(C(C)C)C(C)C)C. The catalyst class is: 1. (5) Reactant: [NH2:1][C@:2]1([CH2:23][OH:24])[CH2:6][CH2:5][C@H:4]([C:7]2[CH:16]=[CH:15][C:14]3[CH2:13][C@H:12]([CH2:17][CH2:18][CH2:19][CH2:20][CH2:21][CH3:22])[CH2:11][CH2:10][C:9]=3[CH:8]=2)[CH2:3]1.[C:25](O[C:25]([O:27][C:28]([CH3:31])([CH3:30])[CH3:29])=[O:26])([O:27][C:28]([CH3:31])([CH3:30])[CH3:29])=[O:26]. Product: [C:28]([O:27][C:25](=[O:26])[NH:1][C@:2]1([CH2:23][OH:24])[CH2:6][CH2:5][C@H:4]([C:7]2[CH:16]=[CH:15][C:14]3[CH2:13][C@H:12]([CH2:17][CH2:18][CH2:19][CH2:20][CH2:21][CH3:22])[CH2:11][CH2:10][C:9]=3[CH:8]=2)[CH2:3]1)([CH3:31])([CH3:30])[CH3:29]. The catalyst class is: 4. (6) Reactant: [NH2:1][CH:2]1[C:24](=[O:25])[N:4]2[C:5]([C:21]([OH:23])=[O:22])=[C:6]([CH2:9][S:10][C:11]3[N:15]([CH2:16][S:17]([OH:20])(=[O:19])=[O:18])[N:14]=[N:13][N:12]=3)[CH2:7][S:8][C@H:3]12.[OH-].[Na+].[C:28](=[O:31])(O)[O-].[Na+].Cl.[C:34]([OH:37])(=O)[CH3:35].C(O)(=O)C.[CH2:42]([NH:51][CH2:52][CH2:53][NH:54][CH2:55][C:56]1[CH:61]=[CH:60][C:59]([O:62][CH3:63])=[CH:58][CH:57]=1)[C:43]1[CH:48]=[CH:47][C:46]([O:49][CH3:50])=[CH:45][CH:44]=1. Product: [CH2:55]([NH:54][CH2:53][CH2:52][NH:51][CH2:42][C:43]1[CH:44]=[CH:45][C:46]([O:49][CH3:50])=[CH:47][CH:48]=1)[C:56]1[CH:61]=[CH:60][C:59]([O:62][CH3:63])=[CH:58][CH:57]=1.[C:28]([NH:1][CH:2]1[C:24](=[O:25])[N:4]2[C:5]([C:21]([OH:23])=[O:22])=[C:6]([CH2:9][S:10][C:11]3[N:15]([CH2:16][S:17]([OH:20])(=[O:18])=[O:19])[N:14]=[N:13][N:12]=3)[CH2:7][S:8][C@H:3]12)(=[O:31])[C@@H:34]([C:35]1[CH:47]=[CH:48][CH:43]=[CH:44][CH:45]=1)[OH:37]. The catalyst class is: 657. (7) Reactant: [CH2:1]([C:3]1[N:7]([C:8]2[C:16]3[O:15][CH2:14][C@@H:13]([N:17](C(=O)C(F)(F)F)[C:18]4[CH:31]=[CH:30][C:21]5[C@H:22]([CH2:25][C:26]([O:28]C)=[O:27])[CH2:23][O:24][C:20]=5[CH:19]=4)[C:12]=3[CH:11]=[CH:10][CH:9]=2)[C:6]2[CH:38]=[C:39]([F:42])[CH:40]=[CH:41][C:5]=2[N:4]=1)[CH3:2].[OH-].[Na+].Cl. Product: [CH2:1]([C:3]1[N:7]([C:8]2[C:16]3[O:15][CH2:14][C@@H:13]([NH:17][C:18]4[CH:31]=[CH:30][C:21]5[C@H:22]([CH2:25][C:26]([OH:28])=[O:27])[CH2:23][O:24][C:20]=5[CH:19]=4)[C:12]=3[CH:11]=[CH:10][CH:9]=2)[C:6]2[CH:38]=[C:39]([F:42])[CH:40]=[CH:41][C:5]=2[N:4]=1)[CH3:2]. The catalyst class is: 193. (8) Reactant: [N:1]1([C:5]2[N:10]=[C:9]([CH2:11][N:12]3[C@@H:16]([CH3:17])[C@@H:15]([C:18]4[CH:23]=[C:22]([CH3:24])[CH:21]=[C:20]([CH3:25])[CH:19]=4)[O:14][C:13]3=[O:26])[C:8]([C:27]3[CH:28]=[C:29]([CH2:35][CH2:36][C:37]([OH:39])=O)[CH:30]=[CH:31][C:32]=3[O:33][CH3:34])=[CH:7][CH:6]=2)[CH2:4][CH2:3][CH2:2]1.C(Cl)(=O)C(Cl)=O.[OH-].[NH4+:47].C(O)(C(F)(F)F)=O. Product: [N:1]1([C:5]2[N:10]=[C:9]([CH2:11][N:12]3[C@@H:16]([CH3:17])[C@@H:15]([C:18]4[CH:23]=[C:22]([CH3:24])[CH:21]=[C:20]([CH3:25])[CH:19]=4)[O:14][C:13]3=[O:26])[C:8]([C:27]3[CH:28]=[C:29]([CH2:35][CH2:36][C:37]([NH2:47])=[O:39])[CH:30]=[CH:31][C:32]=3[O:33][CH3:34])=[CH:7][CH:6]=2)[CH2:4][CH2:3][CH2:2]1. The catalyst class is: 59. (9) The catalyst class is: 26. Product: [CH2:36]([O:43][C:44](=[O:77])[CH2:45][C@@H:46]([N:69]1[CH:70]=[CH:83][C:84]([C:85]2[CH:90]=[CH:89][C:88]([C:91]3[CH:96]=[CH:95][N:94]=[CH:93][CH:92]=3)=[CH:87][CH:86]=2)=[CH:80]1)[C:47]([NH:49][C@@H:50]([C:63]1[CH:68]=[CH:67][CH:66]=[CH:65][CH:64]=1)[CH2:51][O:52][C:53]([O:55][CH2:56][C:57]1[CH:58]=[CH:59][CH:60]=[CH:61][CH:62]=1)=[O:54])=[O:48])[C:37]1[CH:38]=[CH:39][CH:40]=[CH:41][CH:42]=1. Reactant: C(OC(=O)C[C@@H](N1C=CC(C2C=CC=CC=2)=C1)C(N[C@H](C(=O)NC)C(C)(C)C)=O)C1C=CC=CC=1.[CH2:36]([O:43][C:44](=[O:77])[CH2:45][C@@H:46]([NH:69][C:70](OC(C)(C)C)=O)[C:47]([NH:49][C@@H:50]([C:63]1[CH:68]=[CH:67][CH:66]=[CH:65][CH:64]=1)[CH2:51][O:52][C:53]([O:55][CH2:56][C:57]1[CH:62]=[CH:61][CH:60]=[CH:59][CH:58]=1)=[O:54])=[O:48])[C:37]1[CH:42]=[CH:41][CH:40]=[CH:39][CH:38]=1.CO[CH:80]1[CH:84]([C:85]2[CH:90]=[CH:89][C:88]([C:91]3[CH:96]=[CH:95][N:94]=[CH:93][CH:92]=3)=[CH:87][CH:86]=2)[CH2:83]C(OC)O1.CO.C(Cl)Cl. (10) Reactant: C(OC(=O)[NH:7][C:8]1[CH:13]=[CH:12][CH:11]=[C:10]([CH:14]2[CH2:19][CH2:18][NH:17][CH2:16][CH2:15]2)[CH:9]=1)(C)(C)C.[CH3:21][N:22]1[CH2:27][CH2:26][N:25]([CH2:28][C:29](O)=[O:30])[CH2:24][CH2:23]1.C1C=CC2N(O)N=NC=2C=1.CCN(C(C)C)C(C)C. Product: [NH2:7][C:8]1[CH:9]=[C:10]([CH:14]2[CH2:15][CH2:16][N:17]([C:29](=[O:30])[CH2:28][N:25]3[CH2:26][CH2:27][N:22]([CH3:21])[CH2:23][CH2:24]3)[CH2:18][CH2:19]2)[CH:11]=[CH:12][CH:13]=1. The catalyst class is: 735.